From a dataset of NCI-60 drug combinations with 297,098 pairs across 59 cell lines. Regression. Given two drug SMILES strings and cell line genomic features, predict the synergy score measuring deviation from expected non-interaction effect. (1) Drug 1: C1=NC2=C(N1)C(=S)N=C(N2)N. Drug 2: CC1=C(C=C(C=C1)C(=O)NC2=CC(=CC(=C2)C(F)(F)F)N3C=C(N=C3)C)NC4=NC=CC(=N4)C5=CN=CC=C5. Cell line: 786-0. Synergy scores: CSS=40.9, Synergy_ZIP=2.84, Synergy_Bliss=3.04, Synergy_Loewe=0.335, Synergy_HSA=2.07. (2) Drug 1: C1CCN(CC1)CCOC2=CC=C(C=C2)C(=O)C3=C(SC4=C3C=CC(=C4)O)C5=CC=C(C=C5)O. Drug 2: CC(CN1CC(=O)NC(=O)C1)N2CC(=O)NC(=O)C2. Cell line: UACC62. Synergy scores: CSS=12.7, Synergy_ZIP=-4.62, Synergy_Bliss=-0.603, Synergy_Loewe=-0.390, Synergy_HSA=-0.296. (3) Drug 1: CC1C(C(CC(O1)OC2CC(CC3=C2C(=C4C(=C3O)C(=O)C5=C(C4=O)C(=CC=C5)OC)O)(C(=O)C)O)N)O.Cl. Drug 2: CCN(CC)CCNC(=O)C1=C(NC(=C1C)C=C2C3=C(C=CC(=C3)F)NC2=O)C. Cell line: HCT-15. Synergy scores: CSS=14.3, Synergy_ZIP=-2.84, Synergy_Bliss=2.63, Synergy_Loewe=0.555, Synergy_HSA=1.30. (4) Drug 1: CCC1=C2CN3C(=CC4=C(C3=O)COC(=O)C4(CC)O)C2=NC5=C1C=C(C=C5)O. Drug 2: C1=CN(C=N1)CC(O)(P(=O)(O)O)P(=O)(O)O. Cell line: 786-0. Synergy scores: CSS=30.9, Synergy_ZIP=-4.68, Synergy_Bliss=-2.35, Synergy_Loewe=-66.0, Synergy_HSA=-2.54.